This data is from Catalyst prediction with 721,799 reactions and 888 catalyst types from USPTO. The task is: Predict which catalyst facilitates the given reaction. (1) Reactant: N1C=CC=CC=1C=[O:8].[F:9][C:10]([Si](C)(C)C)([F:12])[F:11].[F-].C([N+:22]([CH2:31][CH2:32][CH2:33][CH3:34])([CH2:27][CH2:28]CC)CCCC)CCC. Product: [F:9][C:10]([F:12])([F:11])[CH:34]([C:33]1[CH:28]=[CH:27][N:22]=[CH:31][CH:32]=1)[OH:8]. The catalyst class is: 7. (2) Reactant: [C:1](=[O:8])([O:5][CH2:6][CH3:7])OCC.[H-].[Na+].[C:11]([C:14]1[CH:19]=[CH:18]C=[CH:16][CH:15]=1)(=[O:13])[CH3:12].Cl.[CH3:21][CH2:22][O:23][CH2:24][CH3:25]. Product: [CH2:22]([O:23][C:24]1[CH:16]=[CH:15][C:14]([C:11]([CH2:12][C:1]([O:5][CH2:6][CH3:7])=[O:8])=[O:13])=[C:19]([CH3:18])[CH:25]=1)[C:21]1[CH:16]=[CH:15][CH:14]=[CH:11][CH:12]=1. The catalyst class is: 48. (3) Reactant: C([O:8][C:9](=[O:31])[CH2:10][CH2:11][CH2:12][C:13](=[O:30])[NH:14][CH:15]([C:23]([O:25][C:26]([CH3:29])([CH3:28])[CH3:27])=[O:24])[C:16]([O:18][C:19]([CH3:22])([CH3:21])[CH3:20])=[O:17])C1C=CC=CC=1. Product: [C:19]([O:18][C:16]([CH:15]([NH:14][C:13]([CH2:12][CH2:11][CH2:10][C:9]([OH:31])=[O:8])=[O:30])[C:23]([O:25][C:26]([CH3:28])([CH3:29])[CH3:27])=[O:24])=[O:17])([CH3:20])([CH3:21])[CH3:22]. The catalyst class is: 123. (4) Reactant: [Cl:1][CH2:2][CH2:3][CH2:4][CH:5]([C:9]1[CH:14]=[CH:13][CH:12]=[CH:11][C:10]=1[C:15]([F:18])([F:17])[F:16])[C:6](O)=[O:7].C(Cl)(=O)C(Cl)=O.[OH-].[Na+].C[N:28](C=O)C.[NH4+].[OH-]. Product: [Cl:1][CH2:2][CH2:3][CH2:4][CH:5]([C:9]1[CH:14]=[CH:13][CH:12]=[CH:11][C:10]=1[C:15]([F:18])([F:17])[F:16])[C:6]([NH2:28])=[O:7]. The catalyst class is: 46. (5) Reactant: [Cl:1][C:2]1[CH:3]=[C:4]([C:14]2([OH:21])[CH2:17][CH:16]([C:18](O)=[O:19])[CH2:15]2)[CH:5]=[CH:6][C:7]=1[CH2:8][N:9]1[CH2:13][CH2:12][CH2:11][CH2:10]1.[CH3:22][NH2:23].C(P1(=O)OP(CCC)(=O)OP(CCC)(=O)O1)CC.[OH-].[Na+]. Product: [CH3:22][NH:23][C:18]([CH:16]1[CH2:17][C:14]([C:4]2[CH:5]=[CH:6][C:7]([CH2:8][N:9]3[CH2:13][CH2:12][CH2:11][CH2:10]3)=[C:2]([Cl:1])[CH:3]=2)([OH:21])[CH2:15]1)=[O:19]. The catalyst class is: 25. (6) Reactant: [Si:1]([O:8][CH2:9][CH2:10][CH2:11][N:12]1[C:21](=[O:22])[C:20]2[C:15](=[CH:16][CH:17]=[C:18]([O:23][C:24]([F:27])([F:26])[F:25])[CH:19]=2)[N:14]([CH3:28])[C:13]1=[O:29])([C:4]([CH3:7])([CH3:6])[CH3:5])([CH3:3])[CH3:2].[Li+].CC([N-]C(C)C)C.[CH:38](=[O:45])[C:39]1[CH:44]=[CH:43][CH:42]=[CH:41][CH:40]=1. Product: [Si:1]([O:8][CH2:9][CH2:10][CH2:11][N:12]1[C:21](=[O:22])[C:20]2[C:15](=[CH:16][CH:17]=[C:18]([O:23][C:24]([F:26])([F:27])[F:25])[C:19]=2[CH:38]([OH:45])[C:39]2[CH:44]=[CH:43][CH:42]=[CH:41][CH:40]=2)[N:14]([CH3:28])[C:13]1=[O:29])([C:4]([CH3:6])([CH3:7])[CH3:5])([CH3:3])[CH3:2]. The catalyst class is: 1. (7) Reactant: [NH2:1][C:2]1[N:6]([C:7]2[CH:12]=[CH:11][C:10]([F:13])=[CH:9][CH:8]=2)[N:5]=[CH:4][C:3]=1[C:14]([C:16]1[CH:21]=[CH:20][CH:19]=[C:18]([OH:22])[CH:17]=1)=[O:15].Br[CH:24]([OH:26])[CH3:25].C(=O)([O-])[O-].[K+].[K+]. Product: [NH2:1][C:2]1[N:6]([C:7]2[CH:12]=[CH:11][C:10]([F:13])=[CH:9][CH:8]=2)[N:5]=[CH:4][C:3]=1[C:14]([C:16]1[CH:21]=[CH:20][CH:19]=[C:18]([O:22][CH2:25][CH2:24][OH:26])[CH:17]=1)=[O:15]. The catalyst class is: 41. (8) Reactant: [N:1]1[C:8]([Cl:9])=[N:7][C:5](Cl)=[N:4][C:2]=1[Cl:3].CC#N.[F:13][C:14]([F:32])([F:31])[C:15]1[CH:20]=[CH:19][CH:18]=[CH:17][C:16]=1[CH2:21][NH:22][C:23]([CH:25]1[CH2:30][CH2:29][NH:28][CH2:27][CH2:26]1)=[O:24].[OH-].[Na+]. Product: [Cl:9][C:8]1[N:1]=[C:2]([Cl:3])[N:4]=[C:5]([N:28]2[CH2:29][CH2:30][CH:25]([C:23]([NH:22][CH2:21][C:16]3[CH:17]=[CH:18][CH:19]=[CH:20][C:15]=3[C:14]([F:13])([F:31])[F:32])=[O:24])[CH2:26][CH2:27]2)[N:7]=1. The catalyst class is: 6.